From a dataset of Catalyst prediction with 721,799 reactions and 888 catalyst types from USPTO. Predict which catalyst facilitates the given reaction. (1) Reactant: [NH:1]1[CH2:6][CH2:5][O:4][CH2:3][CH2:2]1.[C:7]([O:11][CH2:12][C:13](O)=[O:14])([CH3:10])([CH3:9])[CH3:8].CN(C(ON1N=NC2C=CC=NC1=2)=[N+](C)C)C.F[P-](F)(F)(F)(F)F. Product: [C:7]([O:11][CH2:12][C:13]([N:1]1[CH2:6][CH2:5][O:4][CH2:3][CH2:2]1)=[O:14])([CH3:10])([CH3:9])[CH3:8]. The catalyst class is: 9. (2) Reactant: [CH3:1][C@H:2]1[CH2:7][N:6]2[N:8]=[CH:9][C:10]([N:11]3[C:18](=[O:19])[CH2:17][C:13]4([CH2:16][NH:15][CH2:14]4)[CH2:12]3)=[C:5]2[CH2:4][N:3]1[C:20]([NH:22][C:23]1[CH:28]=[C:27]([F:29])[C:26]([F:30])=[C:25]([F:31])[CH:24]=1)=[O:21].CCN(CC)CC.[C:39](Cl)(=[O:42])[O:40][CH3:41]. Product: [CH3:1][C@H:2]1[CH2:7][N:6]2[N:8]=[CH:9][C:10]([N:11]3[C:18](=[O:19])[CH2:17][C:13]4([CH2:16][N:15]([C:39]([O:40][CH3:41])=[O:42])[CH2:14]4)[CH2:12]3)=[C:5]2[CH2:4][N:3]1[C:20](=[O:21])[NH:22][C:23]1[CH:28]=[C:27]([F:29])[C:26]([F:30])=[C:25]([F:31])[CH:24]=1. The catalyst class is: 2. (3) Reactant: [C:1]1([CH2:11][C:12]([NH:14][C:15]2[CH:19]=[CH:18][S:17][CH:16]=2)=[O:13])[C:10]2[C:5](=[CH:6][CH:7]=[CH:8][CH:9]=2)[CH:4]=[CH:3][CH:2]=1.[I:20]N1C(=O)CCC1=O. Product: [I:20][C:16]1[S:17][CH:18]=[CH:19][C:15]=1[NH:14][C:12](=[O:13])[CH2:11][C:1]1[C:10]2[C:5](=[CH:6][CH:7]=[CH:8][CH:9]=2)[CH:4]=[CH:3][CH:2]=1. The catalyst class is: 10. (4) Reactant: [Cl:1][C:2]1[CH:7]=[CH:6][C:5]([C:8](=O)[CH:9]([C:12]2[CH:17]=[CH:16][N:15]=[CH:14][CH:13]=2)[C:10]#[N:11])=[CH:4][CH:3]=1.P(Cl)(Cl)Cl.[NH2:23][NH2:24]. Product: [NH2:11][C:10]1[NH:24][N:23]=[C:8]([C:5]2[CH:6]=[CH:7][C:2]([Cl:1])=[CH:3][CH:4]=2)[C:9]=1[C:12]1[CH:17]=[CH:16][N:15]=[CH:14][CH:13]=1. The catalyst class is: 10.